Dataset: Full USPTO retrosynthesis dataset with 1.9M reactions from patents (1976-2016). Task: Predict the reactants needed to synthesize the given product. (1) Given the product [C:12]([CH:8]([NH:7][C:6](=[O:15])[O:5][C:1]([CH3:4])([CH3:3])[CH3:2])[CH2:9][CH:10]=[CH2:11])#[N:14], predict the reactants needed to synthesize it. The reactants are: [C:1]([O:5][C:6](=[O:15])[NH:7][CH:8]([C:12]([NH2:14])=O)[CH2:9][CH:10]=[CH2:11])([CH3:4])([CH3:3])[CH3:2].CCN(CC)CC.O(S(C(F)(F)F)(=O)=O)S(C(F)(F)F)(=O)=O.Cl. (2) Given the product [OH:12][N:13]1[C:19](=[O:20])[N:18]2[CH2:21][C@H:14]1[CH2:15][CH2:16][C@H:17]2[C:22]1[N:26]=[CH:25][O:24][N:23]=1, predict the reactants needed to synthesize it. The reactants are: B(Cl)(Cl)Cl.C([O:12][N:13]1[C:19](=[O:20])[N:18]2[CH2:21][C@H:14]1[CH2:15][CH2:16][C@H:17]2[C:22]1[N:26]=[CH:25][O:24][N:23]=1)C1C=CC=CC=1. (3) Given the product [ClH:29].[Cl:29][C:30]1[CH:35]=[C:34]([C:3]2[CH:8]=[CH:7][CH:6]=[CH:5][C:4]=2[CH2:9][N:10]2[C:14]([CH3:15])=[CH:13][C:12]([NH:16][C:17]([C:19]3[CH:20]=[C:21]4[C:26](=[CH:27][CH:28]=3)[CH2:25][NH:24][CH2:23][CH2:22]4)=[O:18])=[N:11]2)[CH:33]=[CH:32][CH:31]=1, predict the reactants needed to synthesize it. The reactants are: Cl.Br[C:3]1[CH:8]=[CH:7][CH:6]=[CH:5][C:4]=1[CH2:9][N:10]1[C:14]([CH3:15])=[CH:13][C:12]([NH:16][C:17]([C:19]2[CH:20]=[C:21]3[C:26](=[CH:27][CH:28]=2)[CH2:25][NH:24][CH2:23][CH2:22]3)=[O:18])=[N:11]1.[Cl:29][C:30]1[CH:31]=[C:32](B(O)O)[CH:33]=[CH:34][CH:35]=1.C(=O)([O-])[O-].[Na+].[Na+].Cl.CCOCC. (4) The reactants are: [NH2:1][C:2]1[CH:9]=[CH:8][C:7]([O:10][CH3:11])=[CH:6][C:3]=1[C:4]#[N:5].[C:12]([O:18][CH2:19][CH3:20])(=[O:17])[CH2:13][C:14]([CH3:16])=O. Given the product [NH2:5][C:4]1[C:3]2[C:2](=[CH:9][CH:8]=[C:7]([O:10][CH3:11])[CH:6]=2)[N:1]=[C:14]([CH3:16])[C:13]=1[C:12]([O:18][CH2:19][CH3:20])=[O:17], predict the reactants needed to synthesize it. (5) The reactants are: [Cl:1][C:2]1[C:3]([N:8]2[CH2:13][CH2:12][C:11](=[O:14])[C@H:10]([CH3:15])[CH2:9]2)=[N:4][CH:5]=[CH:6][CH:7]=1.[F:16][C:17]([F:36])([F:35])[S:18](N(C1C=CC=CC=1)[S:18]([C:17]([F:36])([F:35])[F:16])(=[O:20])=[O:19])(=[O:20])=[O:19].C[Si]([N-][Si](C)(C)C)(C)C.[Li+]. Given the product [F:16][C:17]([F:36])([F:35])[S:18]([O:14][C:11]1[C@H:10]([CH3:15])[CH2:9][N:8]([C:3]2[C:2]([Cl:1])=[CH:7][CH:6]=[CH:5][N:4]=2)[CH2:13][CH:12]=1)(=[O:20])=[O:19], predict the reactants needed to synthesize it. (6) Given the product [NH2:17][C:2]1[CH:3]=[C:4]([CH:8]2[CH2:13][CH:12]3[CH2:14][CH2:15][N:9]2[CH2:10][CH2:11]3)[CH:5]=[N:6][CH:7]=1, predict the reactants needed to synthesize it. The reactants are: Br[C:2]1[CH:3]=[C:4]([CH:8]2[CH2:13][CH:12]3[CH2:14][CH2:15][N:9]2[CH2:10][CH2:11]3)[CH:5]=[N:6][CH:7]=1.[OH-].[NH4+:17].